Dataset: Forward reaction prediction with 1.9M reactions from USPTO patents (1976-2016). Task: Predict the product of the given reaction. (1) Given the reactants [CH3:1][C:2]1([CH3:31])[CH2:11][CH2:10][C:9]2[N:8]=[CH:7][N:6]=[C:5]([N:12]3[CH2:18][C:17]4[CH:19]=[C:20]([C:23]5[CH:24]=[C:25]([NH2:30])[C:26]([NH2:29])=[CH:27][CH:28]=5)[CH:21]=[CH:22][C:16]=4[O:15][CH2:14][CH2:13]3)[C:4]=2[CH2:3]1.[C:32](OC)(OC)(OC)[CH2:33][CH3:34], predict the reaction product. The product is: [CH3:1][C:2]1([CH3:31])[CH2:11][CH2:10][C:9]2[N:8]=[CH:7][N:6]=[C:5]([N:12]3[CH2:18][C:17]4[CH:19]=[C:20]([C:23]5[CH:28]=[CH:27][C:26]6[N:29]=[C:32]([CH2:33][CH3:34])[NH:30][C:25]=6[CH:24]=5)[CH:21]=[CH:22][C:16]=4[O:15][CH2:14][CH2:13]3)[C:4]=2[CH2:3]1. (2) The product is: [F:1][C:2]1[CH:7]=[C:6]([S:8]([CH3:11])(=[O:10])=[O:9])[C:5]([F:12])=[CH:4][C:3]=1[NH:13][C@H:14]1[CH2:19][CH2:18][CH2:17][N:16]([CH:20]2[CH2:25][CH2:24][N:23]([C:26](=[NH:27])[NH:29][OH:30])[CH2:22][CH2:21]2)[C:15]1=[O:28]. Given the reactants [F:1][C:2]1[CH:7]=[C:6]([S:8]([CH3:11])(=[O:10])=[O:9])[C:5]([F:12])=[CH:4][C:3]=1[NH:13][C@H:14]1[CH2:19][CH2:18][CH2:17][N:16]([CH:20]2[CH2:25][CH2:24][N:23]([C:26]#[N:27])[CH2:22][CH2:21]2)[C:15]1=[O:28].[NH2:29][OH:30], predict the reaction product. (3) Given the reactants [O:1]1[CH:5]=[CH:4][NH:3][C:2]1=[S:6].N12CCCN=C1CCCCC2.Br[CH2:19][C:20]1[C:21]([C:30]([F:33])([F:32])[F:31])=[N:22][N:23]([CH3:29])[C:24]=1[O:25][CH:26]([F:28])[F:27].O, predict the reaction product. The product is: [F:28][CH:26]([F:27])[O:25][C:24]1[N:23]([CH3:29])[N:22]=[C:21]([C:30]([F:33])([F:32])[F:31])[C:20]=1[CH2:19][S:6][C:2]1[O:1][CH:5]=[CH:4][N:3]=1. (4) Given the reactants C([N:20]1[CH:24]=[C:23]([CH:25]2[CH:34]3[CH:29]([CH:30]=[CH:31][C:32]([NH2:35])=[CH:33]3)[CH2:28][CH2:27][CH2:26]2)[N:22]=[CH:21]1)(C1C=CC=CC=1)(C1C=CC=CC=1)C1C=CC=CC=1.Cl.CO, predict the reaction product. The product is: [NH:20]1[CH:24]=[C:23]([CH:25]2[CH:34]3[CH:29]([CH:30]=[CH:31][C:32]([NH2:35])=[CH:33]3)[CH2:28][CH2:27][CH2:26]2)[N:22]=[CH:21]1. (5) Given the reactants [Br:1][C:2]1[CH:7]=[CH:6][N:5]=[C:4]2[CH:8]=[N:9][NH:10][C:3]=12.[H-].[Na+].I[CH3:14], predict the reaction product. The product is: [Br:1][C:2]1[C:3]2[C:4](=[CH:8][N:9]([CH3:14])[N:10]=2)[N:5]=[CH:6][CH:7]=1.